This data is from Forward reaction prediction with 1.9M reactions from USPTO patents (1976-2016). The task is: Predict the product of the given reaction. (1) Given the reactants C[O:2][C:3](=[O:20])[CH2:4][CH2:5][N:6]1[C:11]2[CH:12]=[C:13]([CH3:17])[CH:14]=[C:15]([CH3:16])[C:10]=2[O:9][CH:8]([CH3:18])[C:7]1=[O:19].[OH-].[Na+], predict the reaction product. The product is: [CH3:18][CH:8]1[C:7](=[O:19])[N:6]([CH2:5][CH2:4][C:3]([OH:20])=[O:2])[C:11]2[CH:12]=[C:13]([CH3:17])[CH:14]=[C:15]([CH3:16])[C:10]=2[O:9]1. (2) The product is: [Cl:1][C:2]1[CH:14]=[CH:13][C:12]([CH3:15])=[CH:11][C:3]=1[O:4][CH2:5][CH2:6][C:7]([O:9][CH3:10])=[O:8]. Given the reactants [Cl:1][C:2]1[CH:14]=[CH:13][C:12]([CH3:15])=[CH:11][C:3]=1[O:4][CH:5]=[CH:6][C:7]([O:9][CH3:10])=[O:8].[Br-].[Na+], predict the reaction product. (3) The product is: [F:1][C:2]1[CH:8]=[C:7]([F:9])[CH:6]=[C:4]2[C:3]=1[CH:11]=[CH:12][C:13]([CH3:14])=[N:5]2. Given the reactants [F:1][C:2]1[CH:3]=[C:4]([CH:6]=[C:7]([F:9])[CH:8]=1)[NH2:5].Cl.[CH:11](=O)/[CH:12]=[CH:13]/[CH3:14].[OH-].[Na+], predict the reaction product. (4) The product is: [NH2:8][C:5]1[CH:6]=[CH:7][C:2]([N:11]2[CH2:16][CH2:15][CH:14]([OH:17])[CH2:13][CH2:12]2)=[N:3][CH:4]=1. Given the reactants Cl[C:2]1[CH:7]=[CH:6][C:5]([N+:8]([O-])=O)=[CH:4][N:3]=1.[NH:11]1[CH2:16][CH2:15][CH:14]([OH:17])[CH2:13][CH2:12]1.C([O-])([O-])=O.[K+].[K+], predict the reaction product. (5) Given the reactants [NH2:1][C@H:2]1[CH2:7][CH2:6][C@H:5]([CH2:8][NH:9][C:10]2[C:15]([N+:16]([O-:18])=[O:17])=[CH:14][N:13]=[C:12]([NH:19][CH2:20][C:21]3[CH:26]=[CH:25][CH:24]=[CH:23][C:22]=3[O:27][C:28]([F:31])([F:30])[F:29])[N:11]=2)[CH2:4][CH2:3]1.F[C:33]1[CH:38]=[CH:37][CH:36]=[CH:35][N:34]=1, predict the reaction product. The product is: [N+:16]([C:15]1[C:10]([NH:9][CH2:8][C@H:5]2[CH2:4][CH2:3][C@H:2]([NH:1][C:33]3[CH:38]=[CH:37][CH:36]=[CH:35][N:34]=3)[CH2:7][CH2:6]2)=[N:11][C:12]([NH:19][CH2:20][C:21]2[CH:26]=[CH:25][CH:24]=[CH:23][C:22]=2[O:27][C:28]([F:30])([F:31])[F:29])=[N:13][CH:14]=1)([O-:18])=[O:17]. (6) Given the reactants [CH3:1][C:2]1[CH:3]=[CH:4][C:5]([C:13]2[N:21]3[C:16]([CH:17]=[N:18][C:19]([S:22][CH3:23])=[N:20]3)=[CH:15][CH:14]=2)=[C:6]([NH:8][S:9]([CH3:12])(=[O:11])=[O:10])[CH:7]=1.C1C=C(Cl)C=C(C(OO)=[O:32])C=1, predict the reaction product. The product is: [CH3:23][S:22]([C:19]1[N:18]=[CH:17][C:16]2=[CH:15][CH:14]=[C:13]([C:5]3[CH:4]=[CH:3][C:2]([CH3:1])=[CH:7][C:6]=3[NH:8][S:9]([CH3:12])(=[O:11])=[O:10])[N:21]2[N:20]=1)=[O:32]. (7) Given the reactants [CH2:1]([O:8][P:9]([O:12][CH2:13][C@@H:14]([N:19]1[C:28]2[C:23](=[CH:24][C:25]([C:29]3[CH:30]=[N:31][C:32]([NH:44][C:45](=[O:49])[NH:46][CH2:47][CH3:48])=[CH:33][C:34]=3[C:35]3[S:36][CH:37]=[C:38]([C:40]([F:43])([F:42])[F:41])[N:39]=3)=[CH:26][N:27]=2)[C:22](=[O:50])[C:21]([C:51]([O:53]CC)=[O:52])=[CH:20]1)[CH2:15][CH:16]([CH3:18])[CH3:17])([OH:11])=[O:10])[C:2]1[CH:7]=[CH:6][CH:5]=[CH:4][CH:3]=1.[OH-].[K+], predict the reaction product. The product is: [CH2:1]([O:8][P:9]([O:12][CH2:13][C@@H:14]([N:19]1[C:28]2[C:23](=[CH:24][C:25]([C:29]3[CH:30]=[N:31][C:32]([NH:44][C:45](=[O:49])[NH:46][CH2:47][CH3:48])=[CH:33][C:34]=3[C:35]3[S:36][CH:37]=[C:38]([C:40]([F:41])([F:43])[F:42])[N:39]=3)=[CH:26][N:27]=2)[C:22](=[O:50])[C:21]([C:51]([OH:53])=[O:52])=[CH:20]1)[CH2:15][CH:16]([CH3:17])[CH3:18])([OH:11])=[O:10])[C:2]1[CH:7]=[CH:6][CH:5]=[CH:4][CH:3]=1.